This data is from NCI-60 drug combinations with 297,098 pairs across 59 cell lines. The task is: Regression. Given two drug SMILES strings and cell line genomic features, predict the synergy score measuring deviation from expected non-interaction effect. (1) Drug 1: CC1OCC2C(O1)C(C(C(O2)OC3C4COC(=O)C4C(C5=CC6=C(C=C35)OCO6)C7=CC(=C(C(=C7)OC)O)OC)O)O. Drug 2: C(CCl)NC(=O)N(CCCl)N=O. Cell line: HCC-2998. Synergy scores: CSS=17.6, Synergy_ZIP=-2.22, Synergy_Bliss=0.746, Synergy_Loewe=-11.1, Synergy_HSA=-0.795. (2) Drug 1: C1C(C(OC1N2C=NC3=C2NC=NCC3O)CO)O. Drug 2: COCCOC1=C(C=C2C(=C1)C(=NC=N2)NC3=CC=CC(=C3)C#C)OCCOC.Cl. Cell line: HCC-2998. Synergy scores: CSS=-7.45, Synergy_ZIP=7.26, Synergy_Bliss=7.06, Synergy_Loewe=0.763, Synergy_HSA=-2.04. (3) Drug 1: C1CC(=O)NC(=O)C1N2C(=O)C3=CC=CC=C3C2=O. Drug 2: CC1C(C(CC(O1)OC2CC(CC3=C2C(=C4C(=C3O)C(=O)C5=C(C4=O)C(=CC=C5)OC)O)(C(=O)CO)O)N)O.Cl. Cell line: SF-295. Synergy scores: CSS=39.4, Synergy_ZIP=-0.216, Synergy_Bliss=-1.64, Synergy_Loewe=-21.3, Synergy_HSA=-1.48. (4) Drug 1: COCCOC1=C(C=C2C(=C1)C(=NC=N2)NC3=CC=CC(=C3)C#C)OCCOC.Cl. Drug 2: B(C(CC(C)C)NC(=O)C(CC1=CC=CC=C1)NC(=O)C2=NC=CN=C2)(O)O. Cell line: MOLT-4. Synergy scores: CSS=55.8, Synergy_ZIP=13.0, Synergy_Bliss=14.0, Synergy_Loewe=-32.1, Synergy_HSA=11.4. (5) Drug 1: CCC1(CC2CC(C3=C(CCN(C2)C1)C4=CC=CC=C4N3)(C5=C(C=C6C(=C5)C78CCN9C7C(C=CC9)(C(C(C8N6C)(C(=O)OC)O)OC(=O)C)CC)OC)C(=O)OC)O.OS(=O)(=O)O. Drug 2: B(C(CC(C)C)NC(=O)C(CC1=CC=CC=C1)NC(=O)C2=NC=CN=C2)(O)O. Cell line: KM12. Synergy scores: CSS=31.4, Synergy_ZIP=2.43, Synergy_Bliss=4.02, Synergy_Loewe=-9.64, Synergy_HSA=-0.301.